This data is from Full USPTO retrosynthesis dataset with 1.9M reactions from patents (1976-2016). The task is: Predict the reactants needed to synthesize the given product. Given the product [OH:7][C:8]1[CH:9]=[C:10]2[C:15](=[CH:16][CH:17]=1)[C:14](=[O:18])[N:13]([CH:19]([CH3:23])[C:20]([NH2:22])=[O:21])[CH2:12][CH2:11]2, predict the reactants needed to synthesize it. The reactants are: FC1C=CC(C[O:7][C:8]2[CH:9]=[C:10]3[C:15](=[CH:16][CH:17]=2)[C:14](=[O:18])[N:13]([CH:19]([CH3:23])[C:20]([NH2:22])=[O:21])[CH2:12][CH2:11]3)=CC=1.